Dataset: Full USPTO retrosynthesis dataset with 1.9M reactions from patents (1976-2016). Task: Predict the reactants needed to synthesize the given product. Given the product [O:36]1[CH2:44][CH2:39][CH:34]([NH:35][C:3]([C:5]2[NH:6][N:7]=[C:8]([O:10][CH2:11][C:12]3[C:13]([CH2:18][CH2:19][CH2:20][CH3:21])=[N:14][O:15][C:16]=3[CH3:17])[CH:9]=2)=[O:4])[CH2:33][CH2:37]1, predict the reactants needed to synthesize it. The reactants are: CO[C:3]([C:5]1[NH:6][N:7]=[C:8]([O:10][CH2:11][C:12]2[C:13]([CH2:18][CH2:19][CH2:20][CH3:21])=[N:14][O:15][C:16]=2[CH3:17])[CH:9]=1)=[O:4].COC(C1NN=C(OC[C:33]2[C:34]([C:39]3[CH:44]=CC=CC=3)=[N:35][O:36][C:37]=2C)C=1)=O.NC1CCOCC1.